The task is: Predict the product of the given reaction.. This data is from Forward reaction prediction with 1.9M reactions from USPTO patents (1976-2016). (1) Given the reactants [C:1]([O:5][C:6]([N:8]1[CH2:14][CH2:13][C:12]2[N:15]=[C:16]([I:18])[NH:17][C:11]=2[CH2:10][CH2:9]1)=[O:7])([CH3:4])([CH3:3])[CH3:2].[H-].[Na+].[CH3:21][Si:22]([CH2:25][CH2:26][O:27][CH2:28]Cl)([CH3:24])[CH3:23], predict the reaction product. The product is: [C:1]([O:5][C:6]([N:8]1[CH2:14][CH2:13][C:12]2[N:15]=[C:16]([I:18])[N:17]([CH2:28][O:27][CH2:26][CH2:25][Si:22]([CH3:24])([CH3:23])[CH3:21])[C:11]=2[CH2:10][CH2:9]1)=[O:7])([CH3:4])([CH3:2])[CH3:3]. (2) Given the reactants [NH2:1][C:2]1[CH:3]=[C:4]2[C:8](=[CH:9][CH:10]=1)[NH:7][N:6]=[C:5]2[I:11].[F:12][C:13]1[CH:14]=[C:15]([S:19](Cl)(=[O:21])=[O:20])[CH:16]=[CH:17][CH:18]=1, predict the reaction product. The product is: [F:12][C:13]1[CH:14]=[C:15]([S:19]([NH:1][C:2]2[CH:3]=[C:4]3[C:8](=[CH:9][CH:10]=2)[NH:7][N:6]=[C:5]3[I:11])(=[O:21])=[O:20])[CH:16]=[CH:17][CH:18]=1. (3) Given the reactants [F:1][C:2]([F:27])([F:26])[C:3]1[CH:8]=[CH:7][C:6]([C:9]2[C:13]3[CH:14]=[CH:15][C:16](OS(C(F)(F)F)(=O)=O)=[CH:17][C:12]=3[S:11][N:10]=2)=[CH:5][CH:4]=1.[CH2:28]([N:31]([C:33]1([C:38]#[CH:39])[CH2:37][CH2:36][CH2:35][CH2:34]1)[CH3:32])[CH:29]=[CH2:30], predict the reaction product. The product is: [CH2:28]([N:31]([CH3:32])[C:33]1([C:38]#[C:39][C:16]2[CH:15]=[CH:14][C:13]3[C:9]([C:6]4[CH:5]=[CH:4][C:3]([C:2]([F:1])([F:26])[F:27])=[CH:8][CH:7]=4)=[N:10][S:11][C:12]=3[CH:17]=2)[CH2:34][CH2:35][CH2:36][CH2:37]1)[CH:29]=[CH2:30]. (4) Given the reactants [CH2:1]([O:3][C:4]([N:6]1[C:15]2[C:10](=[CH:11][C:12]([C:16]([F:19])([F:18])[F:17])=[CH:13][CH:14]=2)[C@@H:9]([C@H:20]([C:24]2[CH:29]=[C:28]([C:30]([F:33])([F:32])[F:31])[CH:27]=[C:26]([C:34]([F:37])([F:36])[F:35])[CH:25]=2)[C:21]([OH:23])=[O:22])[CH2:8][C@H:7]1[CH2:38][CH3:39])=[O:5])[CH3:2].[CH2:40](O)[CH3:41], predict the reaction product. The product is: [CH2:1]([O:3][C:4]([N:6]1[C:15]2[C:10](=[CH:11][C:12]([C:16]([F:17])([F:18])[F:19])=[CH:13][CH:14]=2)[C@@H:9]([C@@H:20]([C:24]2[CH:25]=[C:26]([C:34]([F:35])([F:37])[F:36])[CH:27]=[C:28]([C:30]([F:31])([F:32])[F:33])[CH:29]=2)[C:21]([O:23][CH2:40][CH3:41])=[O:22])[CH2:8][C@H:7]1[CH2:38][CH3:39])=[O:5])[CH3:2].